Predict the reaction yield, written as a fraction of the theoretical maximum amount of product (1.0 means a 100% yield; for example, 0.34 means a 34% yield). From a dataset of Reaction yield outcomes from USPTO patents with 853,638 reactions. (1) The reactants are [H-].[Na+].C(O)C.[CH3:6][C:7](=[O:10])[CH2:8][CH3:9].[C:11]([O:18][CH2:19][CH3:20])(=[O:17])[C:12]([O:14]CC)=O.S(=O)(=O)(O)O. No catalyst specified. The product is [O:14]=[C:12]([CH2:6][C:7](=[O:10])[CH2:8][CH3:9])[C:11]([O:18][CH2:19][CH3:20])=[O:17]. The yield is 0.400. (2) The reactants are C(OC(=O)C)(=O)C.C([O-])(=O)C.[K+].[N:13](OCCC(C)C)=O.C([O:24][C:25]1[CH:30]=[CH:29][CH:28]=[C:27]([NH:31]C(=O)C)[C:26]=1[CH3:35])(=O)C. The catalyst is [Br-].C([N+](CCCC)(CCCC)CCCC)CCC.C(OCC)(=O)C.O. The product is [NH:31]1[C:27]2[CH:28]=[CH:29][CH:30]=[C:25]([OH:24])[C:26]=2[CH:35]=[N:13]1. The yield is 0.470.